This data is from Catalyst prediction with 721,799 reactions and 888 catalyst types from USPTO. The task is: Predict which catalyst facilitates the given reaction. (1) Reactant: Cl.N[C@H:3]1[CH2:8][CH2:7][C@H:6]([O:9][C:10]2[C:25]3[CH2:24][CH:23]=[CH:22][CH2:21][CH2:20][C:19]4[CH:26]=[C:27]([CH3:31])[NH:28][C:29](=[O:30])[C:18]=4[CH2:17][NH:16][C:15](=[O:32])[C:14]=3[CH:13]=[C:12]([Cl:33])[CH:11]=2)[CH2:5][CH2:4]1.C=O.[BH3-][C:37]#[N:38].[Na+].[CH3:40]C(O)=O. Product: [Cl:33][C:12]1[CH:11]=[C:10]([O:9][C@H:6]2[CH2:7][CH2:8][C@H:3]([N:38]([CH3:37])[CH3:40])[CH2:4][CH2:5]2)[C:25]2[CH2:24][CH:23]=[CH:22][CH2:21][CH2:20][C:19]3[CH:26]=[C:27]([CH3:31])[NH:28][C:29](=[O:30])[C:18]=3[CH2:17][NH:16][C:15](=[O:32])[C:14]=2[CH:13]=1. The catalyst class is: 5. (2) Reactant: C(N(C(C)C)C(C)C)C.[F:10][C:11]1[CH:16]=[CH:15][C:14]([C:17]2[O:42][C:20]3=[N:21][C:22]([CH2:36][CH2:37][C:38]([F:41])([F:40])[F:39])=[C:23]([C:25]4[CH:26]=[N:27][C:28]([O:34][CH3:35])=[C:29]([CH:33]=4)[C:30](O)=[O:31])[CH:24]=[C:19]3[C:18]=2[C:43](=[O:46])[NH:44][CH3:45])=[CH:13][CH:12]=1.CN(C(ON1N=NC2C=CC=NC1=2)=[N+](C)C)C.F[P-](F)(F)(F)(F)F.Cl.[O:72]1[CH:76]=[N:75][C:74]([C:77]([NH2:80])([CH3:79])[CH3:78])=[N:73]1. Product: [F:10][C:11]1[CH:16]=[CH:15][C:14]([C:17]2[O:42][C:20]3=[N:21][C:22]([CH2:36][CH2:37][C:38]([F:40])([F:41])[F:39])=[C:23]([C:25]4[CH:33]=[C:29]([C:30]([NH:80][C:77]([C:74]5[N:75]=[CH:76][O:72][N:73]=5)([CH3:79])[CH3:78])=[O:31])[C:28]([O:34][CH3:35])=[N:27][CH:26]=4)[CH:24]=[C:19]3[C:18]=2[C:43](=[O:46])[NH:44][CH3:45])=[CH:13][CH:12]=1. The catalyst class is: 3. (3) Reactant: FC(F)(F)C(O)=O.[Cl-].[In+3].[Cl-].[Cl-].O[C:13]([CH:25]1[CH2:27][CH:26]1[C:28]#[N:29])([C:15]1[CH:20]=[CH:19][C:18]([C:21]([F:24])([F:23])[F:22])=[CH:17][CH:16]=1)[CH3:14].[CH3:30][S:31][CH2:32][C:33]1[CH:34]=[CH:35][CH:36]=[C:37]2[C:41]=1[NH:40][CH:39]=[CH:38]2. Product: [CH3:30][S:31][CH2:32][C:33]1[CH:34]=[CH:35][CH:36]=[C:37]2[C:41]=1[NH:40][CH:39]=[C:38]2[C:13]([CH:25]1[CH2:27][CH:26]1[C:28]#[N:29])([C:15]1[CH:16]=[CH:17][C:18]([C:21]([F:22])([F:23])[F:24])=[CH:19][CH:20]=1)[CH3:14]. The catalyst class is: 4. (4) Reactant: Br[C:2]1[CH:3]=[CH:4][C:5]2[O:10][CH2:9][CH2:8][N:7]([C:11]3[S:12][C:13]4[CH2:14]C(C)(C)N[C:17](=O)[C:18]=4[N:19]=3)[C:6]=2[CH:23]=1.[N:24]1[CH:29]=[C:28](B(O)O)[CH:27]=[N:26][CH:25]=1.[O-]P([O-])([O-])=O.[K+].[K+].[K+].[OH2:41]. Product: [CH3:5][C:6]1([CH3:23])[NH:7][C:14](=[O:41])[C:13]2[S:12][C:11]([N:7]3[C:6]4[CH:23]=[C:2]([C:28]5[CH:29]=[N:24][CH:25]=[N:26][CH:27]=5)[CH:3]=[CH:4][C:5]=4[O:10][CH2:9][CH2:8]3)=[N:19][C:18]=2[CH2:17]1. The catalyst class is: 104. (5) Reactant: [CH2:1]([N:8]1[CH2:19][CH:18]2[CH2:20][CH:10]([CH2:11][C:12]3[CH:13]=[C:14]([OH:21])[CH:15]=[CH:16][C:17]=32)[CH2:9]1)[C:2]1[CH:7]=[CH:6][CH:5]=[CH:4][CH:3]=1.O.[CH:23](Cl)([F:25])[F:24].[OH-].[K+]. Product: [CH2:1]([N:8]1[CH2:19][CH:18]2[CH2:20][CH:10]([CH2:11][C:12]3[CH:13]=[C:14]([O:21][CH:23]([F:25])[F:24])[CH:15]=[CH:16][C:17]=32)[CH2:9]1)[C:2]1[CH:3]=[CH:4][CH:5]=[CH:6][CH:7]=1. The catalyst class is: 12.